From a dataset of Reaction yield outcomes from USPTO patents with 853,638 reactions. Predict the reaction yield, written as a fraction of the theoretical maximum amount of product (1.0 means a 100% yield; for example, 0.34 means a 34% yield). (1) The reactants are [Br:1][C:2]1[N:7]=[C:6]([NH:8][CH2:9][CH2:10][C:11]([OH:13])=O)[CH:5]=[CH:4][CH:3]=1.CS(O)(=O)=O.O=P12OP3(OP(OP(O3)(O1)=O)(=O)O2)=O.[OH-].[Na+]. No catalyst specified. The product is [Br:1][C:2]1[N:7]=[C:6]2[C:5]([C:11](=[O:13])[CH2:10][CH2:9][NH:8]2)=[CH:4][CH:3]=1. The yield is 0.340. (2) The reactants are [CH2:1]([O:3][C:4](=[O:17])[CH:5]=[C:6]1[C:14]2[C:9](=[CH:10][CH:11]=[C:12]([O:15][CH3:16])[CH:13]=2)[CH2:8][CH2:7]1)[CH3:2]. The catalyst is CO.[Pd]. The product is [CH2:1]([O:3][C:4](=[O:17])[CH2:5][CH:6]1[C:14]2[C:9](=[CH:10][CH:11]=[C:12]([O:15][CH3:16])[CH:13]=2)[CH2:8][CH2:7]1)[CH3:2]. The yield is 0.940. (3) The reactants are [Br:1][C:2]1[CH:3]=[C:4]([F:17])[CH:5]=[C:6]2[C:11]=1[N:10]=[C:9]([C:12](OCC)=[O:13])[CH:8]=[CH:7]2.CC(C[AlH]CC(C)C)C. The catalyst is C(Cl)Cl. The product is [Br:1][C:2]1[CH:3]=[C:4]([F:17])[CH:5]=[C:6]2[C:11]=1[N:10]=[C:9]([CH2:12][OH:13])[CH:8]=[CH:7]2. The yield is 0.420. (4) The reactants are [C:1]([C:3]1[CH:4]=[CH:5][C:6]([F:22])=[C:7]([C@:9]2([CH2:20][F:21])[CH2:14][C@@H:13]([C:15]([F:18])([F:17])[F:16])[O:12][C:11]([NH2:19])=[N:10]2)[CH:8]=1)#[CH:2].Br[C:24]1[CH:31]=[CH:30][C:27]([C:28]#[N:29])=[CH:26][N:25]=1.C(N(CC)CC)C. The catalyst is C1COCC1.C1C=CC([P]([Pd]([P](C2C=CC=CC=2)(C2C=CC=CC=2)C2C=CC=CC=2)([P](C2C=CC=CC=2)(C2C=CC=CC=2)C2C=CC=CC=2)[P](C2C=CC=CC=2)(C2C=CC=CC=2)C2C=CC=CC=2)(C2C=CC=CC=2)C2C=CC=CC=2)=CC=1.[Cu]I. The product is [NH2:19][C:11]1[O:12][C@H:13]([C:15]([F:16])([F:17])[F:18])[CH2:14][C@:9]([C:7]2[CH:8]=[C:3]([C:1]#[C:2][C:24]3[CH:31]=[CH:30][C:27]([C:28]#[N:29])=[CH:26][N:25]=3)[CH:4]=[CH:5][C:6]=2[F:22])([CH2:20][F:21])[N:10]=1. The yield is 0.530. (5) The reactants are CS(O[CH:6]([CH2:13][CH3:14])[CH2:7][C:8]1[CH:12]=[CH:11][S:10][CH:9]=1)(=O)=O.[OH-].[NH4+:16].N.CC(O)C. No catalyst specified. The product is [S:10]1[CH:11]=[CH:12][C:8]([CH2:7][CH:6]([NH2:16])[CH2:13][CH3:14])=[CH:9]1. The yield is 0.470. (6) The reactants are [CH2:1]([O:8][C:9]1[CH:16]=[CH:15][C:12]([CH2:13]Br)=[C:11]([F:17])[CH:10]=1)[C:2]1[CH:7]=[CH:6][CH:5]=[CH:4][CH:3]=1.[C-]#N.[Na+].[OH-:21].[K+].[CH2:23]([OH:25])C. The catalyst is O. The product is [CH2:1]([O:8][C:9]1[CH:16]=[CH:15][C:12]([CH2:13][C:23]([OH:25])=[O:21])=[C:11]([F:17])[CH:10]=1)[C:2]1[CH:7]=[CH:6][CH:5]=[CH:4][CH:3]=1. The yield is 0.810. (7) The reactants are [Br-].[F:2][C:3]1[CH:28]=[CH:27][CH:26]=[C:25]([N+:29]([O-:31])=[O:30])[C:4]=1[CH2:5][P+](C1C=CC=CC=1)(C1C=CC=CC=1)C1C=CC=CC=1.C([O-])([O-])=O.[K+].[K+].C1OCCOCCOCCOCCOCCOC1.[CH:56]([C@H:58]1[CH2:62][O:61][C:60]([CH3:64])([CH3:63])[N:59]1[C:65]([O:67][C:68]([CH3:71])([CH3:70])[CH3:69])=[O:66])=O. The catalyst is COCCOC.C(#N)C.CCOC(C)=O. The product is [F:2][C:3]1[CH:28]=[CH:27][CH:26]=[C:25]([N+:29]([O-:31])=[O:30])[C:4]=1/[CH:5]=[CH:56]\[C@H:58]1[CH2:62][O:61][C:60]([CH3:63])([CH3:64])[N:59]1[C:65]([O:67][C:68]([CH3:69])([CH3:71])[CH3:70])=[O:66]. The yield is 0.720. (8) The reactants are [C:1]([O:5][C:6]([N:8]1[CH2:13][CH2:12][C:11](=O)[CH2:10][CH2:9]1)=[O:7])([CH3:4])([CH3:3])[CH3:2].[CH3:15][O:16][C:17](=[O:38])[CH:18]=P(C1C=CC=CC=1)(C1C=CC=CC=1)C1C=CC=CC=1. The catalyst is C1(C)C=CC=CC=1. The product is [C:1]([O:5][C:6]([N:8]1[CH2:13][CH2:12][C:11](=[CH:18][C:17]([O:16][CH3:15])=[O:38])[CH2:10][CH2:9]1)=[O:7])([CH3:4])([CH3:3])[CH3:2]. The yield is 0.970.